Dataset: Catalyst prediction with 721,799 reactions and 888 catalyst types from USPTO. Task: Predict which catalyst facilitates the given reaction. (1) Product: [NH2:10][C:3]1[C:2]([OH:1])=[CH:9][CH:8]=[CH:7][C:4]=1[C:5]#[N:6]. The catalyst class is: 5. Reactant: [OH:1][C:2]1[C:3]([N+:10]([O-])=O)=[C:4]([CH:7]=[CH:8][CH:9]=1)[C:5]#[N:6].Cl[Sn]Cl. (2) Product: [CH3:23][C:24]1([CH3:30])[CH2:28][O:27][C:26](=[O:29])[N:25]1[C:2]1[CH:3]=[C:4]([CH:8]2[C:17]([CH3:19])([CH3:18])[CH2:16][C:15]3[C:10](=[CH:11][CH:12]=[C:13]([C:20]([OH:22])=[O:21])[CH:14]=3)[NH:9]2)[CH:5]=[CH:6][CH:7]=1. The catalyst class is: 156. Reactant: Br[C:2]1[CH:3]=[C:4]([CH:8]2[C:17]([CH3:19])([CH3:18])[CH2:16][C:15]3[C:10](=[CH:11][CH:12]=[C:13]([C:20]([OH:22])=[O:21])[CH:14]=3)[NH:9]2)[CH:5]=[CH:6][CH:7]=1.[CH3:23][C:24]1([CH3:30])[CH2:28][O:27][C:26](=[O:29])[NH:25]1.Cl.CN(C)CC(O)=O.C(=O)([O-])[O-].[K+].[K+]. (3) Reactant: C1(C)C=CC(S(O)(=O)=O)=CC=1.[NH2:12][CH2:13][C@:14]1([CH2:23][C:24]([OH:26])=[O:25])[CH2:20][C@@H:19]2[C@H:15]1[CH:16]=[CH:17][CH:18]2[CH2:21][CH3:22].C(N(CC)CC)C. Product: [NH2:12][CH2:13][C@:14]1([CH2:23][C:24]([OH:26])=[O:25])[CH2:20][C@@H:19]2[C@H:15]1[CH:16]=[CH:17][CH:18]2[CH2:21][CH3:22]. The catalyst class is: 2. (4) Reactant: Cl.[CH3:2][NH:3][CH3:4].O.ON1C2C=CC=CC=2N=N1.Cl.CN(C)CCCN=C=NCC.[Cl:28][C:29]1[CH:30]=[C:31]2[C:35](=[CH:36][CH:37]=1)[NH:34][C:33]([C:38]([NH:40][C@@H:41]1[CH2:46][CH2:45][C@@H:44]([C:47]([OH:49])=O)[CH2:43][C@@H:42]1[NH:50][C:51]([C:53]1[S:54][C:55]3[CH2:56][N:57]([CH3:62])[CH2:58][CH2:59][C:60]=3[N:61]=1)=[O:52])=[O:39])=[CH:32]2. Product: [ClH:28].[Cl:28][C:29]1[CH:30]=[C:31]2[C:35](=[CH:36][CH:37]=1)[NH:34][C:33]([C:38]([NH:40][C@H:41]1[CH2:46][CH2:45][C@H:44]([C:47]([N:3]([CH3:4])[CH3:2])=[O:49])[CH2:43][C@H:42]1[NH:50][C:51]([C:53]1[S:54][C:55]3[CH2:56][N:57]([CH3:62])[CH2:58][CH2:59][C:60]=3[N:61]=1)=[O:52])=[O:39])=[CH:32]2. The catalyst class is: 542. (5) Reactant: C([O-])([O-])=O.[Na+].[Na+].[CH3:7][O:8][C:9]([C:11]1[C:16](Br)=[CH:15][CH:14]=[CH:13][N:12]=1)=[O:10].[CH3:18][O:19][C:20]1[CH:25]=[CH:24][C:23](B(O)O)=[CH:22][N:21]=1. Product: [CH3:7][O:8][C:9]([C:11]1[C:16]([C:23]2[CH:22]=[N:21][C:20]([O:19][CH3:18])=[CH:25][CH:24]=2)=[CH:15][CH:14]=[CH:13][N:12]=1)=[O:10]. The catalyst class is: 780.